From a dataset of Forward reaction prediction with 1.9M reactions from USPTO patents (1976-2016). Predict the product of the given reaction. (1) Given the reactants Cl[C:2]1[C:3]2[CH2:16][CH2:15][N:14]([C:17]3[CH:18]=[N:19][CH:20]=[CH:21][CH:22]=3)[C:4]=2[N:5]=[C:6]([N:8]2[CH2:13][CH2:12][O:11][CH2:10][CH2:9]2)[N:7]=1.[CH3:23][O:24][C:25]1[CH:30]=[CH:29][C:28](B2OC(C)(C)C(C)(C)O2)=[CH:27][N:26]=1.COC1C=CC=C(OC)C=1C1C=CC=CC=1P(C1CCCCC1)C1CCCCC1.P([O-])([O-])([O-])=O.[K+].[K+].[K+], predict the reaction product. The product is: [CH3:23][O:24][C:25]1[N:26]=[CH:27][C:28]([C:2]2[C:3]3[CH2:16][CH2:15][N:14]([C:17]4[CH:18]=[N:19][CH:20]=[CH:21][CH:22]=4)[C:4]=3[N:5]=[C:6]([N:8]3[CH2:13][CH2:12][O:11][CH2:10][CH2:9]3)[N:7]=2)=[CH:29][CH:30]=1. (2) Given the reactants C(O[C:6]([N:8]1[CH2:13][CH2:12][N:11]([C:14]2[CH:19]=[CH:18][C:17]([NH:20][C:21]([C:23]3[NH:24][C:25]4[C:30]([C:31]=3[CH3:32])=[CH:29][CH:28]=[CH:27][C:26]=4[O:33][CH3:34])=[O:22])=[CH:16][CH:15]=2)[CH2:10][CH2:9]1)=[O:7])(C)(C)C.C[O:36][C:37]([C@H:39]1[CH2:44][CH2:43][C@H:42](C(O)=O)[CH2:41][CH2:40]1)=[O:38].O[Li].O, predict the reaction product. The product is: [CH3:34][O:33][C:26]1[CH:27]=[CH:28][CH:29]=[C:30]2[C:25]=1[NH:24][C:23]([C:21]([NH:20][C:17]1[CH:16]=[CH:15][C:14]([N:11]3[CH2:10][CH2:9][N:8]([C:6]([C@H:42]4[CH2:43][CH2:44][C@H:39]([C:37]([OH:38])=[O:36])[CH2:40][CH2:41]4)=[O:7])[CH2:13][CH2:12]3)=[CH:19][CH:18]=1)=[O:22])=[C:31]2[CH3:32]. (3) Given the reactants [CH2:1]([O:8][CH2:9][C@H:10]([C@H:19]([C@@H:19]([C@@H:10]([CH2:9][O:8][CH2:1][C:2]1[CH:3]=[CH:4][CH:5]=[CH:6][CH:7]=1)[O:11][CH2:12][C:13]1[CH:18]=[CH:17][CH:16]=[CH:15][CH:14]=1)[OH:20])[OH:20])[O:11][CH2:12][C:13]1[CH:18]=[CH:17][CH:16]=[CH:15][CH:14]=1)[C:2]1[CH:7]=[CH:6][CH:5]=[CH:4][CH:3]=1.C([O-])(=O)C.C([O-])(=O)C.C([O-])(=O)C.C([O-])(=O)C.[Pb+4], predict the reaction product. The product is: [CH2:12]([O:11][C@H:10]([CH2:9][O:8][CH2:1][C:2]1[CH:3]=[CH:4][CH:5]=[CH:6][CH:7]=1)[CH:19]=[O:20])[C:13]1[CH:14]=[CH:15][CH:16]=[CH:17][CH:18]=1.